From a dataset of Forward reaction prediction with 1.9M reactions from USPTO patents (1976-2016). Predict the product of the given reaction. The product is: [O:13]1[C:17]2[CH:18]=[CH:19][C:20]([C:22]3[NH:12][C:11]4[N:10]([N:9]=[CH:8][C:7]=4[C:2]4[CH:3]=[CH:4][CH:5]=[CH:6][N:1]=4)[C:24](=[O:25])[CH:23]=3)=[CH:21][C:16]=2[O:15][CH2:14]1. Given the reactants [N:1]1[CH:6]=[CH:5][CH:4]=[CH:3][C:2]=1[C:7]1[CH:8]=[N:9][NH:10][C:11]=1[NH2:12].[O:13]1[C:17]2[CH:18]=[CH:19][C:20]([C:22](=O)[CH2:23][C:24](OCC)=[O:25])=[CH:21][C:16]=2[O:15][CH2:14]1, predict the reaction product.